Task: Predict the product of the given reaction.. Dataset: Forward reaction prediction with 1.9M reactions from USPTO patents (1976-2016) (1) Given the reactants [CH3:1][C:2]1[N:7]=[C:6]([OH:8])[CH:5]=[CH:4][C:3]=1[N+:9]([O-:11])=[O:10].[CH2:12]1[CH:16](O)[CH2:15][NH:14][CH2:13]1.C1(P(C2C=CC=CC=2)C2C=CC=CC=2)C=CC=CC=1.N(/C(OC(C)(C)C)=O)=N\C(OC(C)(C)C)=O, predict the reaction product. The product is: [CH3:1][C:2]1[C:3]([N+:9]([O-:11])=[O:10])=[CH:4][CH:5]=[C:6]([O:8][CH:12]2[CH2:16][CH2:15][NH:14][CH2:13]2)[N:7]=1. (2) Given the reactants C(OC([N:8]1[CH2:12][CH2:11][C@H:10]([O:13][CH2:14][C:15]2[CH:20]=[CH:19][CH:18]=[CH:17][C:16]=2[C:21]2[CH:26]=[CH:25][C:24]([F:27])=[CH:23][C:22]=2[F:28])[CH2:9]1)=O)(C)(C)C.[ClH:29], predict the reaction product. The product is: [ClH:29].[F:28][C:22]1[CH:23]=[C:24]([F:27])[CH:25]=[CH:26][C:21]=1[C:16]1[CH:17]=[CH:18][CH:19]=[CH:20][C:15]=1[CH2:14][O:13][C@H:10]1[CH2:11][CH2:12][NH:8][CH2:9]1. (3) Given the reactants [C:1]1([C:10]2[CH:15]=[CH:14][CH:13]=[CH:12][CH:11]=2)[CH:6]=[CH:5][C:4]([C:7]([OH:9])=O)=[CH:3][CH:2]=1.C([O:18][C:19](=[O:41])[C:20]([O:23][C:24]1[CH:29]=[CH:28][C:27]([O:30][C:31]2[CH:36]=[CH:35][CH:34]=[C:33]([CH2:37][NH2:38])[CH:32]=2)=[CH:26][C:25]=1[CH2:39]C)([CH3:22])[CH3:21])C, predict the reaction product. The product is: [C:1]1([C:10]2[CH:15]=[CH:14][CH:13]=[CH:12][CH:11]=2)[CH:2]=[CH:3][C:4]([C:7]([NH:38][CH2:37][C:33]2[CH:32]=[C:31]([CH:36]=[CH:35][CH:34]=2)[O:30][C:27]2[CH:28]=[CH:29][C:24]([O:23][C:20]([CH3:22])([CH3:21])[C:19]([OH:41])=[O:18])=[C:25]([CH3:39])[CH:26]=2)=[O:9])=[CH:5][CH:6]=1. (4) Given the reactants C([NH:5][S:6]([C:9]1[CH:10]=[C:11]([C:15]2[CH:20]=[CH:19][CH:18]=[C:17]([C:21]3[N:26]=[C:25]([C:27]4[CH:32]=[CH:31][C:30]([F:33])=[CH:29][CH:28]=4)[CH:24]=[C:23]([C:34]([F:37])([F:36])[F:35])[N:22]=3)[CH:16]=2)[CH:12]=[CH:13][CH:14]=1)(=[O:8])=[O:7])(C)(C)C.C(O)(C(F)(F)F)=O, predict the reaction product. The product is: [F:33][C:30]1[CH:31]=[CH:32][C:27]([C:25]2[CH:24]=[C:23]([C:34]([F:36])([F:35])[F:37])[N:22]=[C:21]([C:17]3[CH:16]=[C:15]([C:11]4[CH:12]=[CH:13][CH:14]=[C:9]([S:6]([NH2:5])(=[O:8])=[O:7])[CH:10]=4)[CH:20]=[CH:19][CH:18]=3)[N:26]=2)=[CH:28][CH:29]=1. (5) Given the reactants [Cl:1][C:2]1[C:7]([C:8]([O:10]CC2C=CC=CC=2)=[O:9])=[C:6]([F:18])[C:5]([N:19](S(CCCOC2C=CC(OC)=CC=2)(=O)=O)[S:20]([CH2:23][CH2:24][CH2:25][O:26][C:27]2[CH:32]=[CH:31][C:30]([O:33][CH3:34])=[CH:29][CH:28]=2)(=[O:22])=[O:21])=[CH:4][CH:3]=1.[OH-].[K+], predict the reaction product. The product is: [Cl:1][C:2]1[C:7]([C:8]([OH:10])=[O:9])=[C:6]([F:18])[C:5]([NH:19][S:20]([CH2:23][CH2:24][CH2:25][O:26][C:27]2[CH:28]=[CH:29][C:30]([O:33][CH3:34])=[CH:31][CH:32]=2)(=[O:22])=[O:21])=[CH:4][CH:3]=1. (6) The product is: [CH3:1][C:2]1[CH:3]=[C:4]([N+:10]([O-:12])=[O:11])[C:5]([O:9][CH2:14][CH3:15])=[CH:6][C:7]=1[F:8]. Given the reactants [CH3:1][C:2]1[C:7]([F:8])=[CH:6][C:5]([OH:9])=[C:4]([N+:10]([O-:12])=[O:11])[CH:3]=1.I[CH2:14][CH3:15].C([O-])([O-])=O.[K+].[K+], predict the reaction product.